Dataset: Reaction yield outcomes from USPTO patents with 853,638 reactions. Task: Predict the reaction yield, written as a fraction of the theoretical maximum amount of product (1.0 means a 100% yield; for example, 0.34 means a 34% yield). (1) The reactants are [CH2:1]([N:8]1[CH:16]=[C:15]2[C:10]([CH:11]=[C:12]([C:17]3[CH:18]=[C:19]([C:27]4[CH:32]=[CH:31][C:30]([CH2:33]Br)=[CH:29][CH:28]=4)[N:20]4[C:25]=3[C:24]([NH2:26])=[N:23][CH:22]=[N:21]4)[CH:13]=[CH:14]2)=[N:9]1)[C:2]1[CH:7]=[CH:6][CH:5]=[CH:4][CH:3]=1.[CH3:35][N:36]1[CH2:41][CH2:40][NH:39][CH2:38][CH2:37]1. No catalyst specified. The product is [CH2:1]([N:8]1[CH:16]=[C:15]2[C:10]([CH:11]=[C:12]([C:17]3[CH:18]=[C:19]([C:27]4[CH:32]=[CH:31][C:30]([CH2:33][N:39]5[CH2:40][CH2:41][N:36]([CH3:35])[CH2:37][CH2:38]5)=[CH:29][CH:28]=4)[N:20]4[C:25]=3[C:24]([NH2:26])=[N:23][CH:22]=[N:21]4)[CH:13]=[CH:14]2)=[N:9]1)[C:2]1[CH:7]=[CH:6][CH:5]=[CH:4][CH:3]=1. The yield is 0.100. (2) The reactants are [N:1]1[CH:6]=[CH:5][CH:4]=[C:3]([CH2:7][CH2:8][C:9]([OH:11])=O)[CH:2]=1.Cl.[NH2:13][C:14]1[C:15]2[C:25]([O:26][CH2:27][C@H:28]3[CH2:33][CH2:32][CH2:31][CH2:30][NH2+:29]3)=[CH:24][CH:23]=[CH:22][C:16]=2[NH:17][S:18](=[O:21])(=[O:20])[N:19]=1. No catalyst specified. The product is [NH2:13][C:14]1[C:15]2[C:25]([O:26][CH2:27][C@H:28]3[CH2:33][CH2:32][CH2:31][CH2:30][N:29]3[C:9](=[O:11])[CH2:8][CH2:7][C:3]3[CH:2]=[N:1][CH:6]=[CH:5][CH:4]=3)=[CH:24][CH:23]=[CH:22][C:16]=2[NH:17][S:18](=[O:20])(=[O:21])[N:19]=1. The yield is 0.271. (3) The catalyst is C1COCC1. The product is [F:1][C:2]1[CH:7]=[CH:6][CH:5]=[C:4]([F:8])[C:3]=1[N:9]1[C:14]2[N:15]=[C:16]([NH:40][CH2:39][CH2:38][N:37]([CH3:41])[CH3:36])[N:17]=[C:18]([C:19]3[CH:20]=[C:21]([CH:28]=[CH:29][C:30]=3[CH3:31])[C:22]([NH:24][CH:25]([CH3:27])[CH3:26])=[O:23])[C:13]=2[CH2:12][NH:11][C:10]1=[O:35]. The reactants are [F:1][C:2]1[CH:7]=[CH:6][CH:5]=[C:4]([F:8])[C:3]=1[N:9]1[C:14]2[N:15]=[C:16](S(C)=O)[N:17]=[C:18]([C:19]3[CH:20]=[C:21]([CH:28]=[CH:29][C:30]=3[CH3:31])[C:22]([NH:24][CH:25]([CH3:27])[CH3:26])=[O:23])[C:13]=2[CH2:12][NH:11][C:10]1=[O:35].[CH3:36][N:37]([CH3:41])[CH2:38][CH2:39][NH2:40]. The yield is 0.950. (4) The reactants are [Cl:1][C:2]1[CH:3]=[C:4]([CH:8]2[C:12]([C:15]3[CH:20]=[CH:19][C:18]([Cl:21])=[CH:17][CH:16]=3)([C:13]#[N:14])[CH:11]([CH2:22][C:23]([CH3:26])([CH3:25])[CH3:24])[NH:10][CH:9]2[C:27]([OH:29])=O)[CH:5]=[CH:6][CH:7]=1.[C:30]([Si:34]([CH3:45])([CH3:44])[O:35][CH2:36][CH2:37][N:38]1[CH:42]=[CH:41][C:40]([NH2:43])=[N:39]1)([CH3:33])([CH3:32])[CH3:31].CN(C(ON1N=NC2C=CC=NC1=2)=[N+](C)C)C.F[P-](F)(F)(F)(F)F.CCN(C(C)C)C(C)C. The catalyst is C(Cl)Cl. The product is [C:30]([Si:34]([CH3:45])([CH3:44])[O:35][CH2:36][CH2:37][N:38]1[CH:42]=[CH:41][C:40]([NH:43][C:27]([CH:9]2[CH:8]([C:4]3[CH:5]=[CH:6][CH:7]=[C:2]([Cl:1])[CH:3]=3)[C:12]([C:15]3[CH:20]=[CH:19][C:18]([Cl:21])=[CH:17][CH:16]=3)([C:13]#[N:14])[CH:11]([CH2:22][C:23]([CH3:25])([CH3:26])[CH3:24])[NH:10]2)=[O:29])=[N:39]1)([CH3:33])([CH3:32])[CH3:31]. The yield is 0.590. (5) The reactants are [C:1]([O:5][C:6](=[O:24])[CH2:7][N:8]1[C:16]2[C:11](=[CH:12][CH:13]=[CH:14][CH:15]=2)[CH:10]=[C:9]1[CH2:17][CH2:18][C:19](OCC)=[O:20])([CH3:4])([CH3:3])[CH3:2].CC(C)([O-])C.[K+].[Cl-].[NH4+]. The catalyst is C1COCC1. The product is [O:20]=[C:19]1[CH:7]([C:6]([O:5][C:1]([CH3:4])([CH3:3])[CH3:2])=[O:24])[N:8]2[C:16]3[C:11]([CH:10]=[C:9]2[CH2:17][CH2:18]1)=[CH:12][CH:13]=[CH:14][CH:15]=3. The yield is 0.920. (6) The reactants are [Cl:1][C:2]([Cl:34])([Cl:33])[CH2:3][O:4][C:5](=[O:32])[NH:6][C:7]1[N:8]([C:16]2[CH:21]=[CH:20][CH:19]=[C:18]([O:22][CH2:23][CH2:24][O:25]C3CCCCO3)[CH:17]=2)[N:9]=[C:10]([C:12]([CH3:15])([CH3:14])[CH3:13])[CH:11]=1.C1(C)C=CC(S([O-])(=O)=O)=CC=1.[NH+]1C=CC=CC=1. The catalyst is CO. The product is [Cl:33][C:2]([Cl:1])([Cl:34])[CH2:3][O:4][C:5](=[O:32])[NH:6][C:7]1[N:8]([C:16]2[CH:21]=[CH:20][CH:19]=[C:18]([O:22][CH2:23][CH2:24][OH:25])[CH:17]=2)[N:9]=[C:10]([C:12]([CH3:15])([CH3:14])[CH3:13])[CH:11]=1. The yield is 0.990.